This data is from Full USPTO retrosynthesis dataset with 1.9M reactions from patents (1976-2016). The task is: Predict the reactants needed to synthesize the given product. (1) Given the product [C:16]([NH:19][C@H:20]([CH2:26][C:27]1[CH:36]=[CH:35][C:34]2[CH2:33][CH2:32][CH2:31][CH2:30][C:29]=2[CH:28]=1)[C:21]([O:23][CH2:24][CH3:25])=[O:22])(=[O:18])[CH3:17], predict the reactants needed to synthesize it. The reactants are: O.O.P([O-])([O-])(O)=O.[Na+].[Na+].P([O-])(O)(O)=O.[Na+].[C:16]([NH:19][CH:20]([CH2:26][C:27]1[CH:36]=[CH:35][C:34]2[CH2:33][CH2:32][CH2:31][CH2:30][C:29]=2[CH:28]=1)[C:21]([O:23][CH2:24][CH3:25])=[O:22])(=[O:18])[CH3:17].[OH-].[Na+]. (2) Given the product [CH2:15]([C:16]1[CH:21]=[CH:20][C:19]([CH:4]([CH3:12])[CH2:5][CH2:6][C:7]([OH:9])=[O:8])=[CH:18][CH:17]=1)[CH3:14], predict the reactants needed to synthesize it. The reactants are: II.Br[CH:4]([CH3:12])[CH2:5][CH2:6][C:7]([O:9]CC)=[O:8].I[CH2:14][CH2:15][C:16]1[CH:21]=[CH:20][CH:19]=[CH:18][CH:17]=1.Cl.